From a dataset of Full USPTO retrosynthesis dataset with 1.9M reactions from patents (1976-2016). Predict the reactants needed to synthesize the given product. (1) Given the product [NH2:24][C:21]1[CH:22]=[CH:23][C:18]([C:16]2[CH:15]=[CH:14][C:13]3[N:12]([N:11]=[C:10]([NH:9][C:4]4[CH:5]=[CH:6][CH:7]=[CH:8][C:3]=4[O:2][CH3:1])[N:32]=3)[CH:17]=2)=[CH:19][CH:20]=1, predict the reactants needed to synthesize it. The reactants are: [CH3:1][O:2][C:3]1[CH:8]=[CH:7][CH:6]=[CH:5][C:4]=1[NH:9][C:10]1[N:32]=[C:13]2[CH:14]=[CH:15][C:16]([C:18]3[CH:23]=[CH:22][C:21]([NH:24]C(=O)OC(C)(C)C)=[CH:20][CH:19]=3)=[CH:17][N:12]2[N:11]=1.COC1C=CC=C(OC)C=1.C(O)(C(F)(F)F)=O.C(=O)([O-])[O-].[K+].[K+]. (2) Given the product [C:39]([O:38][C:36]([C:33]1[CH:32]=[CH:31][C:30]([C:17]2[C:18]([CH3:29])([CH3:28])[C@H:19]3[C@:14]([CH3:43])([CH2:15][CH:16]=2)[C@@H:13]2[C@:22]([CH3:27])([C@@:23]4([CH3:26])[C@H:10]([CH2:11][CH2:12]2)[C@H:9]2[C@H:5]([C:3]([CH2:2][NH:55][CH3:54])=[CH2:4])[CH2:6][CH2:7][C@:8]2([C:44]([OH:46])=[O:45])[CH2:25][CH2:24]4)[CH2:21][CH2:20]3)=[CH:35][CH:34]=1)=[O:37])([CH3:42])([CH3:41])[CH3:40], predict the reactants needed to synthesize it. The reactants are: Br[CH2:2][C:3]([C@H:5]1[C@@H:9]2[C@@H:10]3[C@@:23]([CH3:26])([CH2:24][CH2:25][C@@:8]2([C:44]([O:46][Si](C(C)(C)C)(C)C)=[O:45])[CH2:7][CH2:6]1)[C@@:22]1([CH3:27])[C@@H:13]([C@:14]2([CH3:43])[C@@H:19]([CH2:20][CH2:21]1)[C:18]([CH3:29])([CH3:28])[C:17]([C:30]1[CH:35]=[CH:34][C:33]([C:36]([O:38][C:39]([CH3:42])([CH3:41])[CH3:40])=[O:37])=[CH:32][CH:31]=1)=[CH:16][CH2:15]2)[CH2:12][CH2:11]3)=[CH2:4].[CH3:54][NH2:55]. (3) Given the product [F:32][C:29]([F:30])([F:31])[C:27]1[CH:26]=[C:5]([CH:4]=[C:3]([C:2]([F:1])([F:33])[F:34])[CH:28]=1)[C:6]([N:8]1[CH2:9][CH2:10][C:11]2([C:15](=[O:16])[N:14]([CH3:35])[C:13](=[O:17])[CH:12]2[C:18]2[CH:19]=[CH:20][CH:21]=[CH:22][CH:23]=2)[CH2:24][CH2:25]1)=[O:7], predict the reactants needed to synthesize it. The reactants are: [F:1][C:2]([F:34])([F:33])[C:3]1[CH:4]=[C:5]([CH:26]=[C:27]([C:29]([F:32])([F:31])[F:30])[CH:28]=1)[C:6]([N:8]1[CH2:25][CH2:24][C:11]2([C:15](=[O:16])[NH:14][C:13](=[O:17])[CH:12]2[C:18]2[CH:23]=[CH:22][CH:21]=[CH:20][CH:19]=2)[CH2:10][CH2:9]1)=[O:7].[CH3:35]I. (4) Given the product [CH2:1]([C:3]1[CH:4]=[CH:5][C:6]([CH:7]([OH:8])[C:9]2[C:10]([F:21])=[CH:11][C:12]([CH2:13][OH:14])=[CH:18][C:19]=2[OH:20])=[CH:22][CH:23]=1)[CH3:2], predict the reactants needed to synthesize it. The reactants are: [CH2:1]([C:3]1[CH:23]=[CH:22][C:6]([C:7]([C:9]2[C:19]([OH:20])=[CH:18][C:12]([C:13](OCC)=[O:14])=[CH:11][C:10]=2[F:21])=[O:8])=[CH:5][CH:4]=1)[CH3:2].[H-].[Al+3].[Li+].[H-].[H-].[H-].[OH-].[Na+].Cl.